Dataset: Catalyst prediction with 721,799 reactions and 888 catalyst types from USPTO. Task: Predict which catalyst facilitates the given reaction. Reactant: Cl[C:2]1[CH:3]=[C:4]([NH:10][C:11]2[CH:20]=[C:14]3[CH2:15][N:16]([CH3:19])[CH2:17][CH2:18][N:13]3[N:12]=2)[C:5](=[O:9])[N:6]([CH3:8])[N:7]=1.[C:21]([O:24][CH2:25][C:26]1[C:27]([N:41]2[CH2:52][CH2:51][N:50]3[C:43](=[CH:44][C:45]4[CH2:46][C:47]([CH3:54])([CH3:53])[CH2:48][C:49]=43)[C:42]2=[O:55])=[N:28][CH:29]=[CH:30][C:31]=1B1OC(C)(C)C(C)(C)O1)(=[O:23])[CH3:22].[O-]P([O-])([O-])=O.[K+].[K+].[K+].C([O-])(=O)C.[Na+]. Product: [C:21]([O:24][CH2:25][C:26]1[C:27]([N:41]2[CH2:52][CH2:51][N:50]3[C:43](=[CH:44][C:45]4[CH2:46][C:47]([CH3:54])([CH3:53])[CH2:48][C:49]=43)[C:42]2=[O:55])=[N:28][CH:29]=[CH:30][C:31]=1[C:2]1[CH:3]=[C:4]([NH:10][C:11]2[CH:20]=[C:14]3[CH2:15][N:16]([CH3:19])[CH2:17][CH2:18][N:13]3[N:12]=2)[C:5](=[O:9])[N:6]([CH3:8])[N:7]=1)(=[O:23])[CH3:22]. The catalyst class is: 379.